This data is from Forward reaction prediction with 1.9M reactions from USPTO patents (1976-2016). The task is: Predict the product of the given reaction. (1) Given the reactants [CH3:1][C:2]1[C:10]2[C:5](=[CH:6][C:7]([C:11]([OH:13])=[O:12])=[CH:8][CH:9]=2)[NH:4][N:3]=1.Cl.[CH3:15]O, predict the reaction product. The product is: [CH3:1][C:2]1[C:10]2[C:5](=[CH:6][C:7]([C:11]([O:13][CH3:15])=[O:12])=[CH:8][CH:9]=2)[NH:4][N:3]=1. (2) Given the reactants [CH:1]1([CH2:4][O:5][C:6]2[N:11]=[C:10]([C:12]([OH:14])=O)[CH:9]=[CH:8][C:7]=2[N:15]2[CH2:18][C:17]([F:20])([F:19])[CH2:16]2)[CH2:3][CH2:2]1.Cl.[F:22][C:23]([F:32])([F:31])[CH:24]([CH:26]1[CH2:30][CH2:29][NH:28][CH2:27]1)[OH:25], predict the reaction product. The product is: [CH:1]1([CH2:4][O:5][C:6]2[N:11]=[C:10]([C:12]([N:28]3[CH2:29][CH2:30][CH:26]([CH:24]([OH:25])[C:23]([F:31])([F:32])[F:22])[CH2:27]3)=[O:14])[CH:9]=[CH:8][C:7]=2[N:15]2[CH2:18][C:17]([F:20])([F:19])[CH2:16]2)[CH2:2][CH2:3]1. (3) Given the reactants [NH2:1][CH:2]([OH:24])[C@H:3]([CH3:23])[CH2:4][CH2:5][C:6]1[S:7][C:8]([C:11](=[O:22])[CH2:12][CH2:13][CH2:14][CH2:15][C:16]2[CH:21]=[CH:20][CH:19]=[CH:18][CH:17]=2)=[CH:9][CH:10]=1.[BH4-].[Na+].O.[C:28]([OH:33])(=[O:32])[C:29]([OH:31])=[O:30], predict the reaction product. The product is: [C:28]([OH:33])(=[O:32])[C:29]([OH:31])=[O:30].[NH2:1][CH:2]([OH:24])[C@H:3]([CH3:23])[CH2:4][CH2:5][C:6]1[S:7][C:8]([CH:11]([OH:22])[CH2:12][CH2:13][CH2:14][CH2:15][C:16]2[CH:17]=[CH:18][CH:19]=[CH:20][CH:21]=2)=[CH:9][CH:10]=1.